Dataset: Forward reaction prediction with 1.9M reactions from USPTO patents (1976-2016). Task: Predict the product of the given reaction. (1) Given the reactants [C:1]1([CH:7]2[NH:12][C:11]3[CH:13]=[CH:14][CH:15]=[CH:16][C:10]=3[O:9][CH2:8]2)[CH:6]=[CH:5][CH:4]=[CH:3][CH:2]=1.FC(F)(F)C(O)=O.[N:24](OCCCC)=[O:25].C(=O)([O-])[O-].[K+].[K+], predict the reaction product. The product is: [N:24]([N:12]1[C:11]2[CH:13]=[CH:14][CH:15]=[CH:16][C:10]=2[O:9][CH2:8][CH:7]1[C:1]1[CH:2]=[CH:3][CH:4]=[CH:5][CH:6]=1)=[O:25]. (2) Given the reactants [OH:1][CH2:2][C:3]1[C:4]([CH3:28])=[C:5]2[C:10]([NH:11][C:12]3[CH:17]=[CH:16][C:15]([O:18][C:19]4[CH:24]=[CH:23][CH:22]=[CH:21][CH:20]=4)=[CH:14][CH:13]=3)=[C:9]([C:25]#[N:26])[CH:8]=[N:7][N:6]2[CH:27]=1.[CH3:29]C([O-])(C)C.[K+].CI, predict the reaction product. The product is: [CH3:29][O:1][CH2:2][C:3]1[C:4]([CH3:28])=[C:5]2[C:10]([NH:11][C:12]3[CH:13]=[CH:14][C:15]([O:18][C:19]4[CH:24]=[CH:23][CH:22]=[CH:21][CH:20]=4)=[CH:16][CH:17]=3)=[C:9]([C:25]#[N:26])[CH:8]=[N:7][N:6]2[CH:27]=1. (3) Given the reactants [NH2:1][C:2]1[C:11]2[N:12]=[CH:13][N:14]([CH2:15][CH2:16]O)[C:10]=2[C:9]2[CH:8]=[CH:7][CH:6]=[CH:5][C:4]=2[N:3]=1.S(Cl)([Cl:20])=O, predict the reaction product. The product is: [Cl:20][CH2:16][CH2:15][N:14]1[C:10]2[C:9]3[CH:8]=[CH:7][CH:6]=[CH:5][C:4]=3[N:3]=[C:2]([NH2:1])[C:11]=2[N:12]=[CH:13]1. (4) Given the reactants Cl[C:2]1[CH:11]=[CH:10][C:9]2[C:4](=[C:5]([C:12]3[CH:17]=[CH:16][C:15]([C:18]4[CH:19]=[N:20][N:21]([CH3:23])[CH:22]=4)=[CH:14][C:13]=3[CH3:24])[CH:6]=[N:7][CH:8]=2)[N:3]=1.[CH3:25][N:26](C=O)C.O, predict the reaction product. The product is: [CH3:24][C:13]1[CH:14]=[C:15]([C:18]2[CH:19]=[N:20][N:21]([CH3:23])[CH:22]=2)[CH:16]=[CH:17][C:12]=1[C:5]1[CH:6]=[N:7][CH:8]=[C:9]2[C:4]=1[N:3]=[C:2]([C:25]#[N:26])[CH:11]=[CH:10]2. (5) Given the reactants [CH:1]1([C:11]([OH:13])=[O:12])[C:10]2[C:5](=[CH:6][CH:7]=[CH:8][CH:9]=2)[CH2:4][CH2:3][NH:2]1.[N:14]1[CH:19]=[CH:18][CH:17]=[C:16]([CH2:20][CH2:21][C:22](O)=[O:23])[CH:15]=1.C(N(CC)CC)C.Cl.CN(C)CCCN=C=NCC, predict the reaction product. The product is: [N:14]1[CH:19]=[CH:18][CH:17]=[C:16]([CH2:20][CH2:21][C:22]([N:2]2[CH2:3][CH2:4][C:5]3[C:10](=[CH:9][CH:8]=[CH:7][CH:6]=3)[CH:1]2[C:11]([OH:13])=[O:12])=[O:23])[CH:15]=1. (6) The product is: [NH2:1][C:2]1[N:3]=[CH:4][C:5]([S:9]([Cl:8])(=[O:11])=[O:10])=[CH:6][CH:7]=1. Given the reactants [NH2:1][C:2]1[CH:7]=[CH:6][CH:5]=[CH:4][N:3]=1.[Cl:8][S:9](O)(=[O:11])=[O:10].S(Cl)(Cl)=O.C(=O)(O)[O-].[Na+], predict the reaction product.